Regression. Given a peptide amino acid sequence and an MHC pseudo amino acid sequence, predict their binding affinity value. This is MHC class I binding data. From a dataset of Peptide-MHC class I binding affinity with 185,985 pairs from IEDB/IMGT. (1) The MHC is HLA-A02:03 with pseudo-sequence HLA-A02:03. The peptide sequence is RVYKNYDPR. The binding affinity (normalized) is 0.0847. (2) The MHC is HLA-A26:03 with pseudo-sequence HLA-A26:03. The binding affinity (normalized) is 0.0847. The peptide sequence is FRFGDPMPF. (3) The peptide sequence is FTMKHKKATY. The MHC is HLA-A01:01 with pseudo-sequence HLA-A01:01. The binding affinity (normalized) is 0.216.